Dataset: Ames mutagenicity test results for genotoxicity prediction. Task: Regression/Classification. Given a drug SMILES string, predict its toxicity properties. Task type varies by dataset: regression for continuous values (e.g., LD50, hERG inhibition percentage) or binary classification for toxic/non-toxic outcomes (e.g., AMES mutagenicity, cardiotoxicity, hepatotoxicity). Dataset: ames. (1) The molecule is Oc1nc2ccccc2o1. The result is 0 (non-mutagenic). (2) The molecule is Oc1ccc2cc(SSc3ccc4cc(O)ccc4c3)ccc2c1. The result is 0 (non-mutagenic). (3) The drug is COc1cc(C(=O)OCCCN2CCCN(CCCOC(=O)c3cc(OC)c(OC)c(OC)c3)CC2)cc(OC)c1OC. The result is 0 (non-mutagenic). (4) The drug is C=CC(=O)OC[C@H](CC)CCCC. The result is 0 (non-mutagenic). (5) The drug is O=[N+]([O-])c1c2c(cc3ccccc13)[C@@H](O)[C@H](O)C=C2. The result is 1 (mutagenic). (6) The molecule is [N-]=[N+]=NCCC(c1ccccc1)c1ccccc1. The result is 1 (mutagenic).